From a dataset of Forward reaction prediction with 1.9M reactions from USPTO patents (1976-2016). Predict the product of the given reaction. (1) Given the reactants [Cl:1][C:2]1[N:7]=[C:6]([NH2:8])[CH:5]=[C:4](Cl)[N:3]=1.[Cl:10][C:11]1[CH:12]=[CH:13][C:14]([O:20][CH3:21])=[C:15](B(O)O)[CH:16]=1.C1(P(C2C=CC=CC=2)C2C=CC=CC=2)C=CC=CC=1.C(=O)([O-])[O-].[Na+].[Na+].Cl, predict the reaction product. The product is: [Cl:1][C:2]1[N:7]=[C:6]([NH2:8])[CH:5]=[C:4]([C:13]2[CH:12]=[C:11]([Cl:10])[CH:16]=[CH:15][C:14]=2[O:20][CH3:21])[N:3]=1. (2) The product is: [N:12]1[CH:17]=[CH:16][CH:15]=[C:14]([C:2]2[CH:3]=[C:4]3[C:9](=[N:10][CH:11]=2)[NH:8][CH2:7][CH2:6][CH2:5]3)[CH:13]=1. Given the reactants Br[C:2]1[CH:3]=[C:4]2[C:9](=[N:10][CH:11]=1)[NH:8][CH2:7][CH2:6][CH2:5]2.[N:12]1[CH:17]=[CH:16][CH:15]=[C:14](B(O)O)[CH:13]=1.C([O-])([O-])=O.[K+].[K+], predict the reaction product. (3) Given the reactants [CH2:1]([O:8][C:9]1[C:10]([C:30]([O:32][C:33]([CH3:36])([CH3:35])[CH3:34])=[O:31])=[N:11][C:12]([CH2:16][CH:17]2[CH2:22][CH2:21][N:20]([C:23]([O:25][C:26]([CH3:29])([CH3:28])[CH3:27])=[O:24])[CH2:19][CH2:18]2)=[N:13][C:14]=1[OH:15])[C:2]1[CH:7]=[CH:6][CH:5]=[CH:4][CH:3]=1.[F:37][C:38]([F:51])([F:50])[S:39](O[S:39]([C:38]([F:51])([F:50])[F:37])(=[O:41])=[O:40])(=[O:41])=[O:40].C(N(CC)CC)C, predict the reaction product. The product is: [CH2:1]([O:8][C:9]1[C:10]([C:30]([O:32][C:33]([CH3:36])([CH3:35])[CH3:34])=[O:31])=[N:11][C:12]([CH2:16][CH:17]2[CH2:22][CH2:21][N:20]([C:23]([O:25][C:26]([CH3:27])([CH3:28])[CH3:29])=[O:24])[CH2:19][CH2:18]2)=[N:13][C:14]=1[O:15][S:39]([C:38]([F:51])([F:50])[F:37])(=[O:41])=[O:40])[C:2]1[CH:3]=[CH:4][CH:5]=[CH:6][CH:7]=1. (4) The product is: [Br:1][C:2]1[CH:3]=[C:4]([O:8][CH2:9][C:10]2([NH2:11])[CH2:13][CH2:12]2)[CH:5]=[N:6][CH:7]=1. Given the reactants [Br:1][C:2]1[CH:3]=[C:4]([O:8][CH2:9][C:10]#[N:11])[CH:5]=[N:6][CH:7]=1.[CH2:12]([Mg]Br)[CH3:13].[C@H](O)(C([O-])=O)[C@@H](O)C([O-])=O.[Na+].[K+], predict the reaction product. (5) Given the reactants C(N(C(C)C)CC)(C)C.[Cl:10][C:11]1[C:12]([NH:17][C:18]2[S:19][C:20]([C:23]3[CH:24]=[N:25][CH:26]=[C:27]([CH:31]=3)[C:28]([OH:30])=O)=[CH:21][N:22]=2)=[N:13][CH:14]=[CH:15][CH:16]=1.[NH2:32][CH2:33][CH2:34][NH:35][C:36](=[O:42])[O:37][C:38]([CH3:41])([CH3:40])[CH3:39], predict the reaction product. The product is: [C:38]([O:37][C:36](=[O:42])[NH:35][CH2:34][CH2:33][NH:32][C:28]([C:27]1[CH:26]=[N:25][CH:24]=[C:23]([C:20]2[S:19][C:18]([NH:17][C:12]3[C:11]([Cl:10])=[CH:16][CH:15]=[CH:14][N:13]=3)=[N:22][CH:21]=2)[CH:31]=1)=[O:30])([CH3:41])([CH3:39])[CH3:40].